The task is: Predict the product of the given reaction.. This data is from Forward reaction prediction with 1.9M reactions from USPTO patents (1976-2016). (1) Given the reactants [CH3:1][O:2][CH2:3][CH2:4][O:5][CH2:6][N:7]1[C:11](=[O:12])[O:10][N:9]=[C:8]1[C:13]1[CH:18]=[CH:17][CH:16]=[CH:15][C:14]=1[C:19]1[CH:24]=[CH:23][C:22]([CH3:25])=[CH:21][CH:20]=1.[Br:26]N1C(=O)CCC1=O.N(C(C)(C)C#N)=NC(C)(C)C#N, predict the reaction product. The product is: [Br:26][CH2:25][C:22]1[CH:21]=[CH:20][C:19]([C:14]2[CH:15]=[CH:16][CH:17]=[CH:18][C:13]=2[C:8]2[N:7]([CH2:6][O:5][CH2:4][CH2:3][O:2][CH3:1])[C:11](=[O:12])[O:10][N:9]=2)=[CH:24][CH:23]=1. (2) The product is: [OH:2][C:3]1[CH:4]=[CH:5][C:6]([C:7]([N:9]2[C:18]3[C:13](=[CH:14][CH:15]=[CH:16][CH:17]=3)[C@H:12]([N:19]([C:23]3[CH:24]=[CH:25][CH:26]=[CH:27][CH:28]=3)[C:20](=[O:22])[CH3:21])[CH2:11][C@@H:10]2[CH3:29])=[O:8])=[CH:30][CH:31]=1. Given the reactants C[O:2][C:3]1[CH:31]=[CH:30][C:6]([C:7]([N:9]2[C:18]3[C:13](=[CH:14][CH:15]=[CH:16][CH:17]=3)[CH:12]([N:19]([C:23]3[CH:28]=[CH:27][CH:26]=[CH:25][CH:24]=3)[C:20](=[O:22])[CH3:21])[CH2:11][CH:10]2[CH3:29])=[O:8])=[CH:5][CH:4]=1.B(Br)(Br)Br.C(OCC)(=O)C, predict the reaction product. (3) Given the reactants COC([C:5]1[C:10]2[N:11]([CH3:14])[N:12]=[N:13][C:9]=2[C:8]([CH:15]=O)=[CH:7][CH:6]=1)=O.Cl.[NH2:18][OH:19].[C:20]([O-:23])(=O)C.[Na+].[CH:25]([OH:28])(C)C, predict the reaction product. The product is: [CH3:14][N:11]1[C:10]2[CH:5]=[C:6]([C:20]([O:28][CH3:25])=[O:23])[CH:7]=[C:8]([CH:15]=[N:18][OH:19])[C:9]=2[N:13]=[N:12]1. (4) Given the reactants C(OC([N:8]([CH2:28][C:29]1[CH:34]=[CH:33][CH:32]=[CH:31][N:30]=1)[CH2:9][C:10]1[CH:15]=[CH:14][C:13]([CH2:16][NH:17][CH:18]2[C:27]3[N:26]=[CH:25][CH:24]=[CH:23][C:22]=3[CH2:21][CH2:20][CH2:19]2)=[CH:12][CH:11]=1)=O)(C)(C)C.[NH:35]1[CH:39]=[CH:38][N:37]=[C:36]1[CH:40]=O.C([BH3-])#N.[Na+], predict the reaction product. The product is: [N:30]1[CH:31]=[CH:32][CH:33]=[CH:34][C:29]=1[CH2:28][NH:8][CH2:9][C:10]1[CH:11]=[CH:12][C:13]([CH2:16][N:17]([CH2:40][C:36]2[NH:37][CH:38]=[CH:39][N:35]=2)[CH:18]2[C:27]3[N:26]=[CH:25][CH:24]=[CH:23][C:22]=3[CH2:21][CH2:20][CH2:19]2)=[CH:14][CH:15]=1. (5) Given the reactants Br[CH2:2][C:3]1[CH:8]=[CH:7][CH:6]=[CH:5][N:4]=1.BrCC1CCCCO1.[Cl:17][C:18]1[C:19]2[O:39][CH2:38][C:28]3([C:36]4[C:31](=[CH:32][CH:33]=[CH:34][CH:35]=4)[NH:30][C:29]3=[O:37])[C:20]=2[C:21]2[O:26][CH2:25][CH2:24][O:23][C:22]=2[CH:27]=1.N1C2C(=CC=CC=2)C2(COC3C=C4C(=CC2=3)CCO4)C1=O, predict the reaction product. The product is: [Cl:17][C:18]1[C:19]2[O:39][CH2:38][C:28]3([C:36]4[C:31](=[CH:32][CH:33]=[CH:34][CH:35]=4)[N:30]([CH2:2][C:3]4[CH:8]=[CH:7][CH:6]=[CH:5][N:4]=4)[C:29]3=[O:37])[C:20]=2[C:21]2[O:26][CH2:25][CH2:24][O:23][C:22]=2[CH:27]=1. (6) Given the reactants [CH3:1][C:2]1[N:7]=[C:6]([CH2:8][C:9]([C:11]2[CH:16]=[CH:15][C:14]([O:17][CH3:18])=[CH:13][CH:12]=2)=[O:10])[CH:5]=[CH:4][CH:3]=1.Br.C(=O)(O)[O-:21].[Na+], predict the reaction product. The product is: [CH3:1][C:2]1[N:7]=[C:6]([C:8](=[O:21])[C:9]([C:11]2[CH:12]=[CH:13][C:14]([O:17][CH3:18])=[CH:15][CH:16]=2)=[O:10])[CH:5]=[CH:4][CH:3]=1. (7) Given the reactants [NH2:1][C:2]1[N:7]=[CH:6][C:5]([C:8]2[N:17]=[C:16]([NH:18][CH2:19][CH:20]([C:27]3[CH:32]=[CH:31][CH:30]=[CH:29][CH:28]=3)[C:21]3[CH:26]=[CH:25][CH:24]=[CH:23][CH:22]=3)[C:15]3[C:10](=[CH:11][CH:12]=[CH:13][CH:14]=3)[N:9]=2)=[CH:4][N:3]=1.[CH3:33][S:34](Cl)(=[O:36])=[O:35], predict the reaction product. The product is: [C:21]1([CH:20]([C:27]2[CH:32]=[CH:31][CH:30]=[CH:29][CH:28]=2)[CH2:19][NH:18][C:16]2[C:15]3[C:10](=[CH:11][CH:12]=[CH:13][CH:14]=3)[N:9]=[C:8]([C:5]3[CH:4]=[N:3][C:2]([NH:1][S:34]([CH3:33])(=[O:36])=[O:35])=[N:7][CH:6]=3)[N:17]=2)[CH:22]=[CH:23][CH:24]=[CH:25][CH:26]=1.